From a dataset of Forward reaction prediction with 1.9M reactions from USPTO patents (1976-2016). Predict the product of the given reaction. (1) Given the reactants [OH:1][CH2:2][CH2:3][NH:4][CH:5]1[CH2:10][CH2:9][N:8]([C:11]([O:13][C:14]([CH3:17])([CH3:16])[CH3:15])=[O:12])[CH2:7][CH2:6]1.C(N([CH2:23][CH3:24])CC)C.ClCC(Cl)=[O:28].[H-].[Na+], predict the reaction product. The product is: [O:28]=[C:3]1[CH2:2][O:1][CH2:24][CH2:23][N:4]1[CH:5]1[CH2:10][CH2:9][N:8]([C:11]([O:13][C:14]([CH3:17])([CH3:16])[CH3:15])=[O:12])[CH2:7][CH2:6]1. (2) Given the reactants [CH3:1][C:2]1([CH3:12])[C:10]2[C:5](=[CH:6][CH:7]=[CH:8][CH:9]=2)[C:4](=[O:11])[NH:3]1.[N+:13]([O-])([O-:15])=[O:14].[K+], predict the reaction product. The product is: [CH3:1][C:2]1([CH3:12])[C:10]2[C:5](=[CH:6][C:7]([N+:13]([O-:15])=[O:14])=[CH:8][CH:9]=2)[C:4](=[O:11])[NH:3]1. (3) Given the reactants C(O)C(O)C[O:36][CH2:37][CH:38]([OH:41])[CH2:39][O:40]CC(O)C[O:36][CH2:37][CH:38]([OH:41])[CH2:39][O:40]CC(O)C[O:36][CH2:37][CH:38]([OH:41])[CH2:39][O:40]CC(O)C[O:36][CH2:37][CH:38]([OH:41])[CH2:39][O:40]CC(O)C[O:36][CH2:37][CH:38]([OH:41])[CH2:39][OH:40].[C:52]([OH:63])(=[O:62])[CH2:53][CH2:54][CH2:55][CH2:56][CH2:57][CH2:58][CH2:59][CH2:60][CH3:61].S(=O)(=O)(O)O, predict the reaction product. The product is: [CH2:54]([CH:53]([CH2:52][CH2:53][CH2:54][CH2:55][CH2:56][CH2:39][CH2:38][CH3:37])[C:52]([OH:63])=[O:62])[CH2:55][CH2:56][CH2:57][CH2:58][CH2:59][CH2:60][CH2:61][CH2:57][CH2:58][CH2:59][CH3:60].[OH:36][CH2:37][CH:38]([CH2:39][OH:40])[OH:41].[OH:36][CH2:37][CH:38]([CH2:39][OH:40])[OH:41].[OH:36][CH2:37][CH:38]([CH2:39][OH:40])[OH:41].[OH:36][CH2:37][CH:38]([CH2:39][OH:40])[OH:41].[OH:36][CH2:37][CH:38]([CH2:39][OH:40])[OH:41].[OH:36][CH2:37][CH:38]([CH2:39][OH:40])[OH:41].[OH:36][CH2:37][CH:38]([CH2:39][OH:40])[OH:41].[OH:36][CH2:37][CH:38]([CH2:39][OH:40])[OH:41].[OH:36][CH2:37][CH:38]([CH2:39][OH:40])[OH:41].[OH:36][CH2:37][CH:38]([CH2:39][OH:40])[OH:41]. (4) Given the reactants [NH2:1][CH:2]([CH2:12][C:13]1[CH:18]=[CH:17][C:16]([C:19]([CH3:22])([CH3:21])[CH3:20])=[CH:15][CH:14]=1)[CH:3]([C:5]1[CH:10]=[CH:9][CH:8]=[C:7]([Cl:11])[CH:6]=1)[OH:4].[C:23]1([C:34](O)=[O:35])[CH:24]=[CH:25][CH:26]=[C:27]2[CH2:33][CH2:32][CH2:31][CH:30]=[CH:29][C:28]=12.Cl.C(N=C=NCCCN(C)C)C.O.ON1C2C=CC=CC=2N=N1, predict the reaction product. The product is: [C:19]([C:16]1[CH:15]=[CH:14][C:13]([CH2:12][CH:2]([NH:1][C:34]([C:23]2[CH:24]=[CH:25][CH:26]=[C:27]3[CH2:33][CH2:32][CH2:31][CH:30]=[CH:29][C:28]=23)=[O:35])[CH:3]([C:5]2[CH:10]=[CH:9][CH:8]=[C:7]([Cl:11])[CH:6]=2)[OH:4])=[CH:18][CH:17]=1)([CH3:22])([CH3:21])[CH3:20]. (5) Given the reactants Br[CH:2]([CH:14]([CH3:16])[CH3:15])[CH2:3][N-:4][C:5]1[CH:10]=[CH:9][CH:8]=[C:7]([CH2:11][CH3:12])[C:6]=1[OH:13].C(=O)([O-])[O-:18].[K+].[K+].Cl.O, predict the reaction product. The product is: [CH2:11]([C:7]1[C:6]2[O:13][CH:2]([CH:14]([CH3:16])[CH3:15])[C:3](=[O:18])[NH:4][C:5]=2[CH:10]=[CH:9][CH:8]=1)[CH3:12]. (6) The product is: [Br:11][C:4]1[CH:3]=[CH:2][CH:1]=[CH:6][C:5]=1[S:7]([NH:14][CH2:12][CH3:13])(=[O:9])=[O:8]. Given the reactants [CH:1]1[CH:6]=[C:5]([S:7](Cl)(=[O:9])=[O:8])[C:4]([Br:11])=[CH:3][CH:2]=1.[CH2:12]([NH2:14])[CH3:13].C1COCC1.Cl, predict the reaction product. (7) Given the reactants [Br:1][C:2]1[CH:9]=[CH:8][C:5]([CH2:6]Br)=[C:4]([F:10])[CH:3]=1.[NH:11]1[CH2:16][CH2:15][O:14][CH2:13][CH2:12]1, predict the reaction product. The product is: [Br:1][C:2]1[CH:9]=[CH:8][C:5]([CH2:6][N:11]2[CH2:16][CH2:15][O:14][CH2:13][CH2:12]2)=[C:4]([F:10])[CH:3]=1. (8) Given the reactants [C:1]([C:3]1([NH2:9])[CH2:8][CH2:7][CH2:6][CH2:5][CH2:4]1)#[CH:2].[CH2:10]1[CH2:16][S:13](=[O:15])(=[O:14])[O:12][CH2:11]1, predict the reaction product. The product is: [C:1]([C:3]1([NH:9][CH2:11][CH2:10][CH2:16][S:13]([OH:15])(=[O:14])=[O:12])[CH2:8][CH2:7][CH2:6][CH2:5][CH2:4]1)#[CH:2]. (9) Given the reactants [CH2:1]([N:3]1[C:7]2=[N:8][C:9]([CH2:32][CH3:33])=[C:10]([CH2:19][NH:20][C:21]([C:23]3[CH:24]=[C:25]([C:29](O)=[O:30])[CH:26]=[N:27][CH:28]=3)=[O:22])[C:11]([NH:12][CH:13]3[CH2:18][CH2:17][O:16][CH2:15][CH2:14]3)=[C:6]2[CH:5]=[N:4]1)[CH3:2].[NH2:34][CH2:35][C:36]1[CH:37]=[C:38]([C:42]2[CH:47]=[CH:46][CH:45]=[C:44]([CH2:48][CH:49]3[CH2:54][CH2:53][N:52]([C:55]([O:57][C:58]([CH3:61])([CH3:60])[CH3:59])=[O:56])[CH2:51][CH2:50]3)[CH:43]=2)[CH:39]=[CH:40][CH:41]=1.CN(C(ON1N=NC2C=CC=CC1=2)=[N+](C)C)C.F[P-](F)(F)(F)(F)F.CCN(CC)CC, predict the reaction product. The product is: [CH2:1]([N:3]1[C:7]2=[N:8][C:9]([CH2:32][CH3:33])=[C:10]([CH2:19][NH:20][C:21]([C:23]3[CH:24]=[C:25]([C:29]([NH:34][CH2:35][C:36]4[CH:37]=[C:38]([C:42]5[CH:47]=[CH:46][CH:45]=[C:44]([CH2:48][CH:49]6[CH2:54][CH2:53][N:52]([C:55]([O:57][C:58]([CH3:61])([CH3:60])[CH3:59])=[O:56])[CH2:51][CH2:50]6)[CH:43]=5)[CH:39]=[CH:40][CH:41]=4)=[O:30])[CH:26]=[N:27][CH:28]=3)=[O:22])[C:11]([NH:12][CH:13]3[CH2:14][CH2:15][O:16][CH2:17][CH2:18]3)=[C:6]2[CH:5]=[N:4]1)[CH3:2]. (10) Given the reactants Br[C:2]1[CH:24]=[CH:23][CH:22]=[CH:21][C:3]=1[CH2:4][C:5]1[S:6][C:7]([CH2:17][C:18]([OH:20])=[O:19])=[C:8]([C:10]2[CH:15]=[CH:14][C:13]([F:16])=[CH:12][CH:11]=2)[N:9]=1.[CH3:25][O:26][C:27]1[CH:32]=[CH:31][CH:30]=[CH:29][C:28]=1B(O)O, predict the reaction product. The product is: [F:16][C:13]1[CH:14]=[CH:15][C:10]([C:8]2[N:9]=[C:5]([CH2:4][C:3]3[CH:21]=[CH:22][CH:23]=[CH:24][C:2]=3[C:28]3[CH:29]=[CH:30][CH:31]=[CH:32][C:27]=3[O:26][CH3:25])[S:6][C:7]=2[CH2:17][C:18]([OH:20])=[O:19])=[CH:11][CH:12]=1.